This data is from Forward reaction prediction with 1.9M reactions from USPTO patents (1976-2016). The task is: Predict the product of the given reaction. (1) Given the reactants Br[C:2]1[CH:7]=[CH:6][C:5]([CH:8]([C:21]2[CH:26]=[CH:25][CH:24]=[CH:23][C:22]=2[Cl:27])[CH2:9]/[C:10](/[C:13]2[CH:14]=[CH:15][C:16](=[O:20])[N:17]([CH3:19])[CH:18]=2)=[N:11]\[OH:12])=[CH:4][CH:3]=1.[C:28]([C:31]1[CH:36]=[CH:35][C:34](B(O)O)=[CH:33][CH:32]=1)([OH:30])=[O:29].O.C(=O)([O-])[O-].[Na+].[Na+], predict the reaction product. The product is: [Cl:27][C:22]1[CH:23]=[CH:24][CH:25]=[CH:26][C:21]=1[CH:8]([C:5]1[CH:6]=[CH:7][C:2]([C:34]2[CH:35]=[CH:36][C:31]([C:28]([OH:30])=[O:29])=[CH:32][CH:33]=2)=[CH:3][CH:4]=1)[CH2:9]/[C:10](=[N:11]\[OH:12])/[C:13]1[CH:14]=[CH:15][C:16](=[O:20])[N:17]([CH3:19])[CH:18]=1. (2) Given the reactants [CH:1]1([CH2:6][C@H:7]([CH2:42][N:43]([CH:52]=[O:53])[O:44]CC2C=CC=CC=2)[C:8]([N:10]2[C@H:14]([C:15]([NH:17][C:18]3[CH:23]=[C:22]([N:24]4[CH2:29][CH2:28][N:27]([CH3:30])[CH2:26][C@H:25]4[CH3:31])[N:21]=[CH:20][N:19]=3)=[O:16])[CH2:13][CH2:12][N:11]2C(OCC2C=CC=CC=2)=O)=[O:9])[CH2:5][CH2:4][CH2:3][CH2:2]1, predict the reaction product. The product is: [CH:1]1([CH2:6][C@H:7]([CH2:42][N:43]([CH:52]=[O:53])[OH:44])[C:8]([N:10]2[C@H:14]([C:15]([NH:17][C:18]3[CH:23]=[C:22]([N:24]4[CH2:29][CH2:28][N:27]([CH3:30])[CH2:26][C@H:25]4[CH3:31])[N:21]=[CH:20][N:19]=3)=[O:16])[CH2:13][CH2:12][NH:11]2)=[O:9])[CH2:2][CH2:3][CH2:4][CH2:5]1. (3) Given the reactants [CH3:1][C:2]1[C:6]([C:7]2[CH:19]=[C:18]([C:20](O)=[O:21])[C:17]3[C:16]4[C:11](=[CH:12][CH:13]=[C:14]([C:23]([N:25]5[CH2:28][CH:27]([F:29])[CH2:26]5)=[O:24])[CH:15]=4)[N:10]([CH2:30][C:31]4[CH:36]=[CH:35][C:34]([F:37])=[CH:33][CH:32]=4)[C:9]=3[CH:8]=2)=[C:5]([CH3:38])[O:4][N:3]=1.CN(C(O[N:47]1N=N[C:49]2[CH:50]=CC(=C[C:48]1=2)Cl)=[N+](C)C)C.F[P-](F)(F)(F)(F)F.C(N)CC, predict the reaction product. The product is: [CH3:1][C:2]1[C:6]([C:7]2[CH:19]=[C:18]([C:20]([NH:47][CH2:48][CH2:49][CH3:50])=[O:21])[C:17]3[C:12]4[C:11](=[CH:16][CH:15]=[C:14]([C:23]([N:25]5[CH2:28][CH:27]([F:29])[CH2:26]5)=[O:24])[CH:13]=4)[N:10]([CH2:30][C:31]4[CH:32]=[CH:33][C:34]([F:37])=[CH:35][CH:36]=4)[C:9]=3[CH:8]=2)=[C:5]([CH3:38])[O:4][N:3]=1.